Dataset: Forward reaction prediction with 1.9M reactions from USPTO patents (1976-2016). Task: Predict the product of the given reaction. (1) Given the reactants [CH2:1]([O:3][C:4]1[CH:5]=[C:6]([CH2:15][C:16]([OH:18])=O)[CH:7]=[CH:8][C:9]=1[C:10]([O:12][CH2:13][CH3:14])=[O:11])[CH3:2].C1(B(O)O)C=CC=CC=1.[CH3:28][CH:29]([CH3:45])[CH2:30][C@H:31]([NH2:44])[C:32]1[CH:37]=[CH:36][CH:35]=[CH:34][C:33]=1[N:38]1[CH2:43][CH2:42][CH2:41][CH2:40][CH2:39]1, predict the reaction product. The product is: [CH2:1]([O:3][C:4]1[CH:5]=[C:6]([CH2:15][C:16]([NH:44][C@H:31]([C:32]2[CH:37]=[CH:36][CH:35]=[CH:34][C:33]=2[N:38]2[CH2:39][CH2:40][CH2:41][CH2:42][CH2:43]2)[CH2:30][CH:29]([CH3:45])[CH3:28])=[O:18])[CH:7]=[CH:8][C:9]=1[C:10]([O:12][CH2:13][CH3:14])=[O:11])[CH3:2]. (2) Given the reactants C([O:8][C:9](=[O:33])[C@@H:10]([NH:16][C:17](=[O:32])[C@@H:18]([NH:24][C:25]([O:27][C:28]([CH3:31])([CH3:30])[CH3:29])=[O:26])[CH2:19][O:20][CH:21]([F:23])[F:22])[CH2:11][O:12][CH:13]([F:15])[F:14])C1C=CC=CC=1, predict the reaction product. The product is: [C:28]([O:27][C:25]([NH:24][C@@H:18]([CH2:19][O:20][CH:21]([F:22])[F:23])[C:17]([NH:16][C@@H:10]([CH2:11][O:12][CH:13]([F:15])[F:14])[C:9]([OH:33])=[O:8])=[O:32])=[O:26])([CH3:31])([CH3:29])[CH3:30]. (3) Given the reactants [CH2:1]([O:3][C:4]([N:6]1[C:15]2[C:10](=[N:11][C:12]([O:16][CH3:17])=[CH:13][CH:14]=2)[C@@H:9]([NH:18][C:19]2[N:24]=[C:23]([CH2:25][C:26]3[CH:31]=[C:30]([C:32]([F:35])([F:34])[F:33])[CH:29]=[C:28]([C:36]([F:39])([F:38])[F:37])[CH:27]=3)[C:22]([OH:40])=[CH:21][N:20]=2)[CH2:8][C@H:7]1[CH2:41][CH3:42])=[O:5])[CH3:2].CC(C)([O-:46])C.[K+].[O:49]1[CH2:53][CH2:52][CH2:51]C1, predict the reaction product. The product is: [CH2:1]([O:3][C:4]([N:6]1[C:15]2[C:10](=[N:11][C:12]([O:16][CH3:17])=[CH:13][CH:14]=2)[C@@H:9]([NH:18][C:19]2[N:24]=[C:23]([CH2:25][C:26]3[CH:31]=[C:30]([C:32]([F:35])([F:34])[F:33])[CH:29]=[C:28]([C:36]([F:38])([F:39])[F:37])[CH:27]=3)[C:22]([O:40][CH2:51][CH2:52][C:53]([OH:49])=[O:46])=[CH:21][N:20]=2)[CH2:8][C@H:7]1[CH2:41][CH3:42])=[O:5])[CH3:2].